From a dataset of Peptide-MHC class II binding affinity with 134,281 pairs from IEDB. Regression. Given a peptide amino acid sequence and an MHC pseudo amino acid sequence, predict their binding affinity value. This is MHC class II binding data. The peptide sequence is QDPKNVYQRGTHPFS. The MHC is DRB1_1301 with pseudo-sequence DRB1_1301. The binding affinity (normalized) is 0.560.